From a dataset of Cav3 T-type calcium channel HTS with 100,875 compounds. Binary Classification. Given a drug SMILES string, predict its activity (active/inactive) in a high-throughput screening assay against a specified biological target. The molecule is S(=O)(=O)(NCCC)c1ccc(OCC(=O)Nc2c(F)cccc2)cc1. The result is 0 (inactive).